Dataset: Catalyst prediction with 721,799 reactions and 888 catalyst types from USPTO. Task: Predict which catalyst facilitates the given reaction. (1) Reactant: C=O.O.Cl.[Br:5][C:6]1[N:11]2[CH:12]=[N:13][CH:14]=[C:10]2[C:9]([O:15][CH2:16][C@@H:17]2[CH2:22][CH2:21][CH2:20][NH:19][CH2:18]2)=[N:8][C:7]=1[Cl:23].Br[C:25]1N2C=NC=C2C(OC[C@@H]2CCCNC2)=NC=1Cl.C(N(CC)C(C)C)(C)C.C(O[BH-](OC(=O)C)OC(=O)C)(=O)C.[Na+]. Product: [Br:5][C:6]1[N:11]2[CH:12]=[N:13][CH:14]=[C:10]2[C:9]([O:15][CH2:16][C@@H:17]2[CH2:22][CH2:21][CH2:20][N:19]([CH3:25])[CH2:18]2)=[N:8][C:7]=1[Cl:23]. The catalyst class is: 2. (2) The catalyst class is: 39. Reactant: [C:1]([Si:5]([CH3:31])([CH3:30])[O:6][CH2:7][C@@H:8]([C@@H:17]1[C@@H:21]([C:22]2[CH:27]=[CH:26][C:25]([Cl:28])=[C:24]([Cl:29])[CH:23]=2)[CH2:20][NH:19][CH2:18]1)[O:9][C:10]1[CH:15]=[CH:14][C:13]([Cl:16])=[CH:12][N:11]=1)([CH3:4])([CH3:3])[CH3:2].CCN(C(C)C)C(C)C.CN(C(ON1N=NC2C=CC=NC1=2)=[N+](C)C)C.F[P-](F)(F)(F)(F)F.[CH3:65][C:66]1[N:71]=[N:70][CH:69]=[C:68]([C:72](O)=[O:73])[CH:67]=1. Product: [C:1]([Si:5]([CH3:31])([CH3:30])[O:6][CH2:7][C@@H:8]([C@@H:17]1[C@@H:21]([C:22]2[CH:27]=[CH:26][C:25]([Cl:28])=[C:24]([Cl:29])[CH:23]=2)[CH2:20][N:19]([C:72]([C:68]2[CH:67]=[C:66]([CH3:65])[N:71]=[N:70][CH:69]=2)=[O:73])[CH2:18]1)[O:9][C:10]1[CH:15]=[CH:14][C:13]([Cl:16])=[CH:12][N:11]=1)([CH3:4])([CH3:3])[CH3:2]. (3) Reactant: Br[C:2]([CH3:6])([CH3:5])[CH:3]=[O:4].[N:7]1([C:13]([O:15][C:16]([CH3:19])([CH3:18])[CH3:17])=[O:14])[CH2:12][CH2:11][NH:10][CH2:9][CH2:8]1. Product: [CH3:5][C:2]([N:10]1[CH2:9][CH2:8][N:7]([C:13]([O:15][C:16]([CH3:19])([CH3:18])[CH3:17])=[O:14])[CH2:12][CH2:11]1)([CH3:6])[CH:3]=[O:4]. The catalyst class is: 28. (4) Product: [Cl:1][C:2]1[CH:3]=[C:4]([C:8]2[CH:13]=[CH:12][C:11]([C@@H:14]3[CH2:16][C@H:15]3[NH2:17])=[CH:10][CH:9]=2)[CH:5]=[CH:6][CH:7]=1.[ClH:25]. Reactant: [Cl:1][C:2]1[CH:3]=[C:4]([C:8]2[CH:13]=[CH:12][C:11]([C@@H:14]3[CH2:16][C@H:15]3[NH:17]C(=O)OC(C)(C)C)=[CH:10][CH:9]=2)[CH:5]=[CH:6][CH:7]=1.[ClH:25]. The catalyst class is: 28. (5) Reactant: Br[CH2:2][CH2:3][CH2:4][S:5](=[O:38])([C:32]1[CH:37]=[CH:36][CH:35]=[CH:34][CH:33]=1)=[N:6][C:7](=[O:31])[C:8]1[CH:13]=[C:12]([C:14]#[C:15][C:16]2[CH:21]=[CH:20][CH:19]=[C:18]([NH:22][C:23]([C:25]3[O:26][CH:27]=[CH:28][C:29]=3[CH3:30])=[O:24])[CH:17]=2)[CH:11]=[N:10][CH:9]=1.[OH:39][CH2:40][CH2:41][O:42][CH2:43][CH2:44][N:45]1[CH2:50][CH2:49][NH:48][CH2:47][CH2:46]1. Product: [OH:39][CH2:40][CH2:41][O:42][CH2:43][CH2:44][N:45]1[CH2:50][CH2:49][N:48]([CH2:2][CH2:3][CH2:4][S@:5](=[O:38])([C:32]2[CH:37]=[CH:36][CH:35]=[CH:34][CH:33]=2)=[N:6][C:7](=[O:31])[C:8]2[CH:13]=[C:12]([C:14]#[C:15][C:16]3[CH:21]=[CH:20][CH:19]=[C:18]([NH:22][C:23]([C:25]4[O:26][CH:27]=[CH:28][C:29]=4[CH3:30])=[O:24])[CH:17]=3)[CH:11]=[N:10][CH:9]=2)[CH2:47][CH2:46]1. The catalyst class is: 3. (6) Reactant: Cl[C:2]1[N:11]=[CH:10][CH:9]=[C:8]2[C:3]=1[CH:4]=[C:5]([C:20]1[CH:25]=[CH:24][CH:23]=[CH:22][CH:21]=1)[C:6](=[O:19])[N:7]2C(OC(C)(C)C)=O.[CH3:26]B(O)O.C([O-])([O-])=O.[Na+].[Na+].O. Product: [CH3:26][C:2]1[N:11]=[CH:10][CH:9]=[C:8]2[C:3]=1[CH:4]=[C:5]([C:20]1[CH:21]=[CH:22][CH:23]=[CH:24][CH:25]=1)[C:6](=[O:19])[NH:7]2. The catalyst class is: 77. (7) Reactant: [CH3:1][O:2][C:3](=[O:35])[C:4]1[CH:9]=[CH:8][C:7]([CH2:10][N:11]2[CH:15]=[C:14]([CH2:16][O:17][Si](C(C)(C)C)(C3C=CC=CC=3)C3C=CC=CC=3)[N:13]=[CH:12]2)=[CH:6][CH:5]=1.[F-].C([N+](CCCC)(CCCC)CCCC)CCC.O. Product: [CH3:1][O:2][C:3](=[O:35])[C:4]1[CH:5]=[CH:6][C:7]([CH2:10][N:11]2[CH:15]=[C:14]([CH2:16][OH:17])[N:13]=[CH:12]2)=[CH:8][CH:9]=1. The catalyst class is: 1. (8) Reactant: [Cl:1][C:2]1[CH:19]=[CH:18][CH:17]=[CH:16][C:3]=1[O:4][CH2:5][CH:6]([OH:15])[CH2:7][NH:8][CH:9]1[CH2:14][CH2:13][NH:12][CH2:11][CH2:10]1.[Cl:20][C:21]1[CH:31]=[C:30]([C:32]2[CH2:37][CH2:36][C:35](=[O:38])[NH:34][N:33]=2)[CH:29]=[CH:28][C:22]=1[O:23][CH2:24][C:25](O)=[O:26].O.OC1C2NN=NC=2C=CC=1.Cl.CN(C)CCCN=C=NCC. Product: [Cl:20][C:21]1[CH:31]=[C:30]([C:32]2[CH2:37][CH2:36][C:35](=[O:38])[NH:34][N:33]=2)[CH:29]=[CH:28][C:22]=1[O:23][CH2:24][C:25]([N:12]1[CH2:11][CH2:10][CH:9]([NH:8][CH2:7][CH:6]([OH:15])[CH2:5][O:4][C:3]2[CH:16]=[CH:17][CH:18]=[CH:19][C:2]=2[Cl:1])[CH2:14][CH2:13]1)=[O:26]. The catalyst class is: 3.